From a dataset of NCI-60 drug combinations with 297,098 pairs across 59 cell lines. Regression. Given two drug SMILES strings and cell line genomic features, predict the synergy score measuring deviation from expected non-interaction effect. Drug 1: CC1=CC2C(CCC3(C2CCC3(C(=O)C)OC(=O)C)C)C4(C1=CC(=O)CC4)C. Drug 2: CN1C2=C(C=C(C=C2)N(CCCl)CCCl)N=C1CCCC(=O)O.Cl. Cell line: HOP-62. Synergy scores: CSS=-2.67, Synergy_ZIP=2.15, Synergy_Bliss=1.76, Synergy_Loewe=-6.46, Synergy_HSA=-4.67.